From a dataset of Forward reaction prediction with 1.9M reactions from USPTO patents (1976-2016). Predict the product of the given reaction. Given the reactants [CH:1]1([C@H:7]([OH:20])[CH2:8][CH2:9][C@@H:10]2[C@@H:17]3[C@@H:13]([O:14][C:15](=[O:18])[CH2:16]3)[CH2:12][C@H:11]2[OH:19])[CH2:6][CH2:5][CH2:4][CH2:3][CH2:2]1.[O:21]1[CH:26]=[CH:25][CH2:24][CH2:23][CH2:22]1, predict the reaction product. The product is: [CH:1]1([C@H:7]([O:20][CH:22]2[CH2:23][CH2:24][CH2:25][CH2:26][O:21]2)[CH2:8][CH2:9][C@@H:10]2[C@@H:17]3[C@@H:13]([O:14][C:15](=[O:18])[CH2:16]3)[CH2:12][C@H:11]2[O:19][CH:26]2[CH2:25][CH2:24][CH2:23][CH2:22][O:21]2)[CH2:6][CH2:5][CH2:4][CH2:3][CH2:2]1.